This data is from Merck oncology drug combination screen with 23,052 pairs across 39 cell lines. The task is: Regression. Given two drug SMILES strings and cell line genomic features, predict the synergy score measuring deviation from expected non-interaction effect. (1) Drug 1: O=S1(=O)NC2(CN1CC(F)(F)F)C1CCC2Cc2cc(C=CCN3CCC(C(F)(F)F)CC3)ccc2C1. Drug 2: CC1CC2C3CCC4=CC(=O)C=CC4(C)C3(F)C(O)CC2(C)C1(O)C(=O)CO. Cell line: T47D. Synergy scores: synergy=-7.24. (2) Drug 1: Cn1nnc2c(C(N)=O)ncn2c1=O. Drug 2: CNC(=O)c1cc(Oc2ccc(NC(=O)Nc3ccc(Cl)c(C(F)(F)F)c3)cc2)ccn1. Cell line: NCIH520. Synergy scores: synergy=13.8. (3) Drug 1: CCC1=CC2CN(C1)Cc1c([nH]c3ccccc13)C(C(=O)OC)(c1cc3c(cc1OC)N(C)C1C(O)(C(=O)OC)C(OC(C)=O)C4(CC)C=CCN5CCC31C54)C2. Drug 2: Cn1cc(-c2cnn3c(N)c(Br)c(C4CCCNC4)nc23)cn1. Cell line: ZR751. Synergy scores: synergy=-24.3. (4) Drug 1: C=CCn1c(=O)c2cnc(Nc3ccc(N4CCN(C)CC4)cc3)nc2n1-c1cccc(C(C)(C)O)n1. Drug 2: Cn1c(=O)n(-c2ccc(C(C)(C)C#N)cc2)c2c3cc(-c4cnc5ccccc5c4)ccc3ncc21. Cell line: A2058. Synergy scores: synergy=-2.16. (5) Drug 1: CC(C)CC(NC(=O)C(Cc1ccccc1)NC(=O)c1cnccn1)B(O)O. Drug 2: CC1(c2nc3c(C(N)=O)cccc3[nH]2)CCCN1. Cell line: HCT116. Synergy scores: synergy=7.32. (6) Drug 1: O=P1(N(CCCl)CCCl)NCCCO1. Drug 2: CC(C)CC(NC(=O)C(Cc1ccccc1)NC(=O)c1cnccn1)B(O)O. Cell line: T47D. Synergy scores: synergy=-23.1. (7) Drug 1: CCC1=CC2CN(C1)Cc1c([nH]c3ccccc13)C(C(=O)OC)(c1cc3c(cc1OC)N(C)C1C(O)(C(=O)OC)C(OC(C)=O)C4(CC)C=CCN5CCC31C54)C2. Drug 2: Cn1nnc2c(C(N)=O)ncn2c1=O. Cell line: UWB1289BRCA1. Synergy scores: synergy=10.7. (8) Drug 2: O=C(O)C1(Cc2cccc(Nc3nccs3)n2)CCC(Oc2cccc(Cl)c2F)CC1. Synergy scores: synergy=2.42. Cell line: LOVO. Drug 1: N#Cc1ccc(Cn2cncc2CN2CCN(c3cccc(Cl)c3)C(=O)C2)cc1. (9) Drug 1: O=c1[nH]cc(F)c(=O)[nH]1. Drug 2: C=CCn1c(=O)c2cnc(Nc3ccc(N4CCN(C)CC4)cc3)nc2n1-c1cccc(C(C)(C)O)n1. Cell line: OCUBM. Synergy scores: synergy=33.6. (10) Drug 1: Cc1nc(Nc2ncc(C(=O)Nc3c(C)cccc3Cl)s2)cc(N2CCN(CCO)CC2)n1. Drug 2: COC1CC2CCC(C)C(O)(O2)C(=O)C(=O)N2CCCCC2C(=O)OC(C(C)CC2CCC(OP(C)(C)=O)C(OC)C2)CC(=O)C(C)C=C(C)C(O)C(OC)C(=O)C(C)CC(C)C=CC=CC=C1C. Cell line: VCAP. Synergy scores: synergy=52.5.